This data is from Reaction yield outcomes from USPTO patents with 853,638 reactions. The task is: Predict the reaction yield, written as a fraction of the theoretical maximum amount of product (1.0 means a 100% yield; for example, 0.34 means a 34% yield). (1) The reactants are [Si:1]([O:8][C:9]1[CH:10]=[C:11]2[C:16](=[CH:17][CH:18]=1)[CH:15]=[C:14]([CH2:19][CH2:20][CH2:21][CH2:22][NH2:23])[CH:13]=[CH:12]2)([C:4]([CH3:7])([CH3:6])[CH3:5])([CH3:3])[CH3:2].[NH2:24][C:25]1[C:26]([C:33]([NH:35][C:36](SC)=[NH:37])=[O:34])=[N:27][C:28]([Cl:32])=[C:29]([NH2:31])[N:30]=1.C(N(C(C)C)CC)(C)C. The catalyst is CCO. The product is [NH2:24][C:25]1[C:26]([C:33]([NH:35][C:36](=[NH:37])[NH:23][CH2:22][CH2:21][CH2:20][CH2:19][C:14]2[CH:13]=[CH:12][C:11]3[C:16](=[CH:17][CH:18]=[C:9]([O:8][Si:1]([C:4]([CH3:7])([CH3:6])[CH3:5])([CH3:3])[CH3:2])[CH:10]=3)[CH:15]=2)=[O:34])=[N:27][C:28]([Cl:32])=[C:29]([NH2:31])[N:30]=1. The yield is 0.500. (2) The reactants are [CH2:1]([NH2:4])[CH2:2][CH3:3].C(N)(C)(C)C.[Cl:10][CH2:11][CH2:12][CH2:13][CH2:14][S:15](Cl)(=[O:17])=[O:16]. No catalyst specified. The product is [Cl:10][CH2:11][CH2:12][CH2:13][CH2:14][S:15]([NH:4][CH2:1][CH2:2][CH3:3])(=[O:17])=[O:16]. The yield is 0.880. (3) The reactants are [CH3:1][O:2][C:3]([C:5]1[C:13]([NH:14][C:15]2[CH:20]=[CH:19][CH:18]=[CH:17][CH:16]=2)=[C:12]([F:21])[C:8]2[N:9]=[CH:10][NH:11][C:7]=2[CH:6]=1)=[O:4].[Br:22]N1C(=O)CCC1=O. The catalyst is CN(C)C=O. The product is [CH3:1][O:2][C:3]([C:5]1[C:13]([NH:14][C:15]2[CH:16]=[CH:17][C:18]([Br:22])=[CH:19][CH:20]=2)=[C:12]([F:21])[C:8]2[N:9]=[CH:10][NH:11][C:7]=2[CH:6]=1)=[O:4]. The yield is 1.00. (4) The reactants are [CH3:1][O:2][CH2:3][CH2:4][O:5][CH2:6][C:7]([C:10]1[CH:15]=[CH:14][C:13]([NH2:16])=[CH:12][CH:11]=1)([CH3:9])[CH3:8].[N+:17]([O-])([O-:19])=[O:18].[K+]. The catalyst is OS(O)(=O)=O. The product is [CH3:1][O:2][CH2:3][CH2:4][O:5][CH2:6][C:7]([C:10]1[CH:15]=[CH:14][C:13]([NH2:16])=[CH:12][C:11]=1[N+:17]([O-:19])=[O:18])([CH3:9])[CH3:8]. The yield is 0.710. (5) The reactants are [Br:1][C:2]1[S:6][C:5]([C:7]2([S:11]([NH2:14])(=[O:13])=[O:12])[CH2:10][CH2:9][CH2:8]2)=[N:4][CH:3]=1.[C:15](OC(=O)C)(=[O:17])[CH3:16]. The catalyst is N1C=CC=CC=1. The product is [Br:1][C:2]1[S:6][C:5]([C:7]2([S:11]([NH:14][C:15](=[O:17])[CH3:16])(=[O:13])=[O:12])[CH2:8][CH2:9][CH2:10]2)=[N:4][CH:3]=1. The yield is 0.960.